From a dataset of Full USPTO retrosynthesis dataset with 1.9M reactions from patents (1976-2016). Predict the reactants needed to synthesize the given product. (1) Given the product [Br:25][C:24]1[CH:23]=[C:22]([C:26]([F:29])([F:28])[F:27])[CH:21]=[C:17]2[C:16]=1[N:15]=[CH:31][N:11]([NH:10][C:8]1[CH:9]=[C:4]([O:3][CH2:1][CH3:2])[CH:5]=[CH:6][C:7]=1[S:12][CH2:13][CH3:14])[C:18]2=[O:19], predict the reactants needed to synthesize it. The reactants are: [CH2:1]([O:3][C:4]1[CH:5]=[CH:6][C:7]([S:12][CH2:13][CH3:14])=[C:8]([NH:10][NH2:11])[CH:9]=1)[CH3:2].[NH2:15][C:16]1[C:24]([Br:25])=[CH:23][C:22]([C:26]([F:29])([F:28])[F:27])=[CH:21][C:17]=1[C:18](O)=[O:19].N[C:31]1C(C(NNC2C=C(C#N)C=CC=2SCC)=O)=CC(Br)=CN=1. (2) Given the product [S:1]1[C:5]2[CH:6]=[C:7]([C:10]3([C:13]4[N:17]5[N:18]=[C:19]([C:22]6[CH:31]=[CH:30][C:25]([C:26]([OH:28])=[O:27])=[CH:24][CH:23]=6)[CH:20]=[N:21][C:16]5=[N:15][N:14]=4)[CH2:11][CH2:12]3)[CH:8]=[CH:9][C:4]=2[N:3]=[CH:2]1, predict the reactants needed to synthesize it. The reactants are: [S:1]1[C:5]2[CH:6]=[C:7]([C:10]3([C:13]4[N:17]5[N:18]=[C:19]([C:22]6[CH:31]=[CH:30][C:25]([C:26]([O:28]C)=[O:27])=[CH:24][CH:23]=6)[CH:20]=[N:21][C:16]5=[N:15][N:14]=4)[CH2:12][CH2:11]3)[CH:8]=[CH:9][C:4]=2[N:3]=[CH:2]1.O.[OH-].[Li+].Cl. (3) Given the product [CH3:25][O:26][CH2:27][CH2:28][O:23][C:22]([C:21]1[C:4]2[O:3][B:2]([OH:1])[C@@H:7]([NH:8][C:9](=[O:17])[CH2:10][CH2:11][C:12]3[S:16][CH:15]=[N:14][CH:13]=3)[CH2:6][C:5]=2[CH:18]=[CH:19][CH:20]=1)=[O:24], predict the reactants needed to synthesize it. The reactants are: [OH:1][B:2]1[C@@H:7]([NH:8][C:9](=[O:17])[CH2:10][CH2:11][C:12]2[S:16][CH:15]=[N:14][CH:13]=2)[CH2:6][C:5]2[CH:18]=[CH:19][CH:20]=[C:21]([C:22]([OH:24])=[O:23])[C:4]=2[O:3]1.[CH3:25][O:26][CH2:27][CH2:28]O. (4) The reactants are: C[O:2][C:3](=[O:15])[C:4]1[CH:9]=[C:8](F)[C:7]([N+:11]([O-:13])=[O:12])=[CH:6][C:5]=1[F:14].[OH-:16].[K+].[CH3:18]O. Given the product [F:14][C:5]1[CH:6]=[C:7]([N+:11]([O-:13])=[O:12])[C:8]([O:16][CH3:18])=[CH:9][C:4]=1[C:3]([OH:2])=[O:15], predict the reactants needed to synthesize it. (5) Given the product [Br:1][C:2]1[CH:14]=[CH:13][C:12]2[C:11]3[C:6](=[CH:7][C:8]([Br:15])=[CH:9][CH:10]=3)[C:5]([CH2:19][CH2:20][CH2:21][CH2:22][CH2:23][CH2:24][CH2:25][CH2:26][O:27][C:28]3[CH:33]=[CH:32][C:31](/[CH:34]=[CH:35]/[C:36](=[O:38])[CH3:37])=[CH:30][CH:29]=3)([CH2:19][CH2:20][CH2:21][CH2:22][CH2:23][CH2:24][CH2:25][CH2:26][O:27][C:28]3[CH:33]=[CH:32][C:31](/[CH:34]=[CH:35]/[C:36](=[O:38])[CH3:37])=[CH:30][CH:29]=3)[C:4]=2[CH:3]=1, predict the reactants needed to synthesize it. The reactants are: [Br:1][C:2]1[CH:14]=[CH:13][C:12]2[C:11]3[C:6](=[CH:7][C:8]([Br:15])=[CH:9][CH:10]=3)[CH2:5][C:4]=2[CH:3]=1.[H-].[Na+].Br[CH2:19][CH2:20][CH2:21][CH2:22][CH2:23][CH2:24][CH2:25][CH2:26][O:27][C:28]1[CH:33]=[CH:32][C:31](/[CH:34]=[CH:35]/[C:36](=[O:38])[CH3:37])=[CH:30][CH:29]=1.